From a dataset of Full USPTO retrosynthesis dataset with 1.9M reactions from patents (1976-2016). Predict the reactants needed to synthesize the given product. (1) Given the product [CH2:1]([O:8][C:9]1[CH:14]=[C:13]([N:22]2[CH2:21][C@@H:20]3[CH2:16][N:17]([C:24]([O:26][C:27]([CH3:30])([CH3:29])[CH3:28])=[O:25])[CH2:18][C@@H:19]3[CH2:23]2)[CH:12]=[N:11][CH:10]=1)[C:2]1[CH:7]=[CH:6][CH:5]=[CH:4][CH:3]=1, predict the reactants needed to synthesize it. The reactants are: [CH2:1]([O:8][C:9]1[CH:10]=[N:11][CH:12]=[C:13](Br)[CH:14]=1)[C:2]1[CH:7]=[CH:6][CH:5]=[CH:4][CH:3]=1.[CH2:16]1[C@@H:20]2[CH2:21][NH:22][CH2:23][C@@H:19]2[CH2:18][N:17]1[C:24]([O:26][C:27]([CH3:30])([CH3:29])[CH3:28])=[O:25]. (2) Given the product [CH3:1][O:2][C:3](=[O:17])[CH2:4][C:5]1[C:9]2[C:10]([CH2:15][CH3:16])=[CH:11][C:12]([OH:14])=[CH:13][C:8]=2[S:7][CH:6]=1, predict the reactants needed to synthesize it. The reactants are: [CH3:1][O:2][C:3](=[O:17])[CH2:4][C:5]1[C:9]2[C:10]([CH:15]=[CH2:16])=[CH:11][C:12]([OH:14])=[CH:13][C:8]=2[S:7][CH:6]=1.